From a dataset of Reaction yield outcomes from USPTO patents with 853,638 reactions. Predict the reaction yield, written as a fraction of the theoretical maximum amount of product (1.0 means a 100% yield; for example, 0.34 means a 34% yield). The reactants are Br.[CH2:2]1[C:11]2[C:6](=[CH:7][C:8]([OH:12])=[CH:9][CH:10]=2)[CH2:5][CH2:4][NH:3]1.[C:13]([O:17][C:18]([CH3:21])([CH3:20])[CH3:19])(=[O:16])[CH:14]=[CH2:15].C(N(C(C)C)C(C)C)C. The catalyst is CO. The product is [OH:12][C:8]1[CH:7]=[C:6]2[C:11](=[CH:10][CH:9]=1)[CH2:2][N:3]([CH2:15][CH2:14][C:13]([O:17][C:18]([CH3:21])([CH3:20])[CH3:19])=[O:16])[CH2:4][CH2:5]2. The yield is 0.800.